This data is from Reaction yield outcomes from USPTO patents with 853,638 reactions. The task is: Predict the reaction yield, written as a fraction of the theoretical maximum amount of product (1.0 means a 100% yield; for example, 0.34 means a 34% yield). The reactants are [C:1]([O:5][C:6](=[O:26])[NH:7][C:8]1[S:9][C:10]2[CH:16]=[C:15]([CH:17]=[O:18])[CH:14]=[C:13]([C:19]3[CH:24]=[CH:23][CH:22]=[C:21]([Cl:25])[CH:20]=3)[C:11]=2[N:12]=1)([CH3:4])([CH3:3])[CH3:2].[BH4-].[Na+].O.Cl. The catalyst is ClCCl.CO. The product is [C:1]([O:5][C:6](=[O:26])[NH:7][C:8]1[S:9][C:10]2[CH:16]=[C:15]([CH2:17][OH:18])[CH:14]=[C:13]([C:19]3[CH:24]=[CH:23][CH:22]=[C:21]([Cl:25])[CH:20]=3)[C:11]=2[N:12]=1)([CH3:4])([CH3:2])[CH3:3]. The yield is 0.880.